Predict the reactants needed to synthesize the given product. From a dataset of Full USPTO retrosynthesis dataset with 1.9M reactions from patents (1976-2016). Given the product [CH3:1][O:2][C:3]1[CH:20]=[CH:19][C:18]2[C@@H:17]3[C@H:8]([C@H:9]4[C@@:13]([CH2:15][CH2:16]3)([CH3:14])[C@@H:12]([O:21][CH2:22][O:23][CH3:24])[CH2:11][C@@H:10]4[CH3:25])[CH2:7][CH2:6][C:5]=2[CH:4]=1, predict the reactants needed to synthesize it. The reactants are: [CH3:1][O:2][C:3]1[CH:20]=[CH:19][C:18]2[C@@H:17]3[C@H:8]([C@H:9]4[C@@:13]([CH2:15][CH2:16]3)([CH3:14])[C@@H:12]([O:21][CH2:22][O:23][CH3:24])[CH2:11][CH:10]4[CH2:25]OS(CC3C=CC=CC=3)(=O)=O)[CH2:7][CH2:6][C:5]=2[CH:4]=1.